This data is from NCI-60 drug combinations with 297,098 pairs across 59 cell lines. The task is: Regression. Given two drug SMILES strings and cell line genomic features, predict the synergy score measuring deviation from expected non-interaction effect. (1) Drug 1: C1=CN(C(=O)N=C1N)C2C(C(C(O2)CO)O)O.Cl. Drug 2: C1CC(C1)(C(=O)O)C(=O)O.[NH2-].[NH2-].[Pt+2]. Cell line: NCI-H522. Synergy scores: CSS=41.9, Synergy_ZIP=-1.95, Synergy_Bliss=-0.484, Synergy_Loewe=4.08, Synergy_HSA=5.85. (2) Drug 1: C1=CC=C(C=C1)NC(=O)CCCCCCC(=O)NO. Drug 2: CN(CC1=CN=C2C(=N1)C(=NC(=N2)N)N)C3=CC=C(C=C3)C(=O)NC(CCC(=O)O)C(=O)O. Cell line: HOP-92. Synergy scores: CSS=21.7, Synergy_ZIP=-7.90, Synergy_Bliss=0.656, Synergy_Loewe=-18.4, Synergy_HSA=0.392. (3) Drug 2: CC1=C2C(C(=O)C3(C(CC4C(C3C(C(C2(C)C)(CC1OC(=O)C(C(C5=CC=CC=C5)NC(=O)OC(C)(C)C)O)O)OC(=O)C6=CC=CC=C6)(CO4)OC(=O)C)O)C)O. Drug 1: CC1=C(C=C(C=C1)NC2=NC=CC(=N2)N(C)C3=CC4=NN(C(=C4C=C3)C)C)S(=O)(=O)N.Cl. Synergy scores: CSS=19.0, Synergy_ZIP=2.80, Synergy_Bliss=4.96, Synergy_Loewe=-41.1, Synergy_HSA=2.36. Cell line: M14. (4) Drug 1: C1=CC(=CC=C1CCCC(=O)O)N(CCCl)CCCl. Drug 2: CN(C(=O)NC(C=O)C(C(C(CO)O)O)O)N=O. Cell line: UACC62. Synergy scores: CSS=14.3, Synergy_ZIP=-11.7, Synergy_Bliss=-14.5, Synergy_Loewe=-13.1, Synergy_HSA=-11.1. (5) Drug 1: CCN(CC)CCNC(=O)C1=C(NC(=C1C)C=C2C3=C(C=CC(=C3)F)NC2=O)C. Synergy scores: CSS=6.25, Synergy_ZIP=1.62, Synergy_Bliss=2.12, Synergy_Loewe=-1.61, Synergy_HSA=-2.29. Cell line: LOX IMVI. Drug 2: CS(=O)(=O)OCCCCOS(=O)(=O)C. (6) Drug 1: CC1=C(C=C(C=C1)NC2=NC=CC(=N2)N(C)C3=CC4=NN(C(=C4C=C3)C)C)S(=O)(=O)N.Cl. Drug 2: C1CCC(C1)C(CC#N)N2C=C(C=N2)C3=C4C=CNC4=NC=N3. Cell line: CAKI-1. Synergy scores: CSS=41.0, Synergy_ZIP=4.31, Synergy_Bliss=8.97, Synergy_Loewe=12.5, Synergy_HSA=13.7.